Dataset: Drug-target binding data from BindingDB using Ki measurements. Task: Regression. Given a target protein amino acid sequence and a drug SMILES string, predict the binding affinity score between them. We predict pKi (pKi = -log10(Ki in M); higher means stronger inhibition). Dataset: bindingdb_ki. (1) The drug is COc1ccc2cccc(CCNC(C)=O)c2c1. The pKi is 9.7. The target protein (O02781) has sequence YCYICHSLKYDRWYSNRNSLCCVFLICVLTLVAIVPNLCMGTLQYDPRIYSCTFAQSVSSAYTIAVVVFHFLVPMVIVIFRYLRIWVLVLQIRWRAKPENNPRLKPQDFRNFVTMFVVFVLFAICWAPLNFIGLAVASDPASMAPRIPEWLFVA. (2) The drug is COC(=O)[C@H](c1ccccc1)[C@H]1CCCCN1. The target is MLLARMKPQVQPELGGADQ. The pKi is 6.9.